Dataset: Forward reaction prediction with 1.9M reactions from USPTO patents (1976-2016). Task: Predict the product of the given reaction. (1) Given the reactants [C:1]([C:7]1[C:8]2[N:9]([CH:19]=[C:20]([CH3:22])[N:21]=2)[CH:10]=[CH:11][C:12]=1[NH:13]C(=O)OCC)#[C:2][CH2:3][CH2:4][CH2:5][CH3:6].[K+].[Br-], predict the reaction product. The product is: [CH2:3]([C:2]1[N:13]=[C:12]2[C:7](=[C:8]3[N:21]=[C:20]([CH3:22])[CH2:19][N:9]3[CH:10]=[CH:11]2)[CH:1]=1)[CH2:4][CH2:5][CH3:6]. (2) The product is: [ClH:53].[CH2:2]([S:5]([C:8]1[CH:13]=[CH:12][C:11]([NH:14][C:15]([O:16][CH3:17])=[O:18])=[CH:10][C:9]=1[C@H:19]1[C@@H:23]([C:36]([O:38][CH2:39][CH3:40])=[O:37])[CH2:22][CH2:21][NH:20]1)(=[O:7])=[O:6])[CH3:4]. Given the reactants Cl.[CH:2]([S:5]([C:8]1[CH:13]=[CH:12][C:11]([NH:14][C:15](=[O:18])[O:16][CH3:17])=[CH:10][C:9]=1[C@H:19]1[CH2:23][CH2:22][CH2:21][NH:20]1)(=[O:7])=[O:6])([CH3:4])C.NC1C=CC(S(CC)(=O)=O)=C([C@H]2[C@@H]([C:36]([O:38][CH2:39][CH3:40])=[O:37])CCN2[C:36]([O:38][C:39](C)(C)[CH3:40])=[O:37])C=1.[Cl:53]C(OC)=O, predict the reaction product. (3) Given the reactants [Li+].CC([N-]C(C)C)C.[Cl:9][C:10]1[CH:11]=[C:12]([Br:16])[CH:13]=[CH:14][CH:15]=1.[CH:17](=[O:19])[CH3:18], predict the reaction product. The product is: [Br:16][C:12]1[CH:13]=[CH:14][CH:15]=[C:10]([Cl:9])[C:11]=1[CH:17]([OH:19])[CH3:18]. (4) Given the reactants Br[CH2:2][C:3]([C:5]1[C:10]([CH3:11])=[CH:9][C:8]([S:12][C:13]2[CH:18]=[CH:17][CH:16]=[CH:15][CH:14]=2)=[CH:7][C:6]=1[CH3:19])=O.[NH2:20][C:21]([NH2:23])=[S:22], predict the reaction product. The product is: [CH3:19][C:6]1[CH:7]=[C:8]([S:12][C:13]2[CH:18]=[CH:17][CH:16]=[CH:15][CH:14]=2)[CH:9]=[C:10]([CH3:11])[C:5]=1[C:3]1[N:20]=[C:21]([NH2:23])[S:22][CH:2]=1. (5) Given the reactants C([O:3][C:4](=[O:38])[CH2:5][C:6]1[N:7]=[C:8]([CH2:11][O:12][C:13]2[N:14]=[C:15]([N:25]3[CH2:30][CH2:29][N:28]4[C:31]([C:34]([F:37])([F:36])[F:35])=[N:32][N:33]=[C:27]4[CH2:26]3)[C:16]3[CH:21]=[C:20]([CH2:22][CH2:23][CH3:24])[S:19][C:17]=3[N:18]=2)[O:9][CH:10]=1)C.[OH-].[Na+].Cl, predict the reaction product. The product is: [CH2:22]([C:20]1[S:19][C:17]2[N:18]=[C:13]([O:12][CH2:11][C:8]3[O:9][CH:10]=[C:6]([CH2:5][C:4]([OH:38])=[O:3])[N:7]=3)[N:14]=[C:15]([N:25]3[CH2:30][CH2:29][N:28]4[C:31]([C:34]([F:36])([F:37])[F:35])=[N:32][N:33]=[C:27]4[CH2:26]3)[C:16]=2[CH:21]=1)[CH2:23][CH3:24].